This data is from KCNQ2 potassium channel screen with 302,405 compounds. The task is: Binary Classification. Given a drug SMILES string, predict its activity (active/inactive) in a high-throughput screening assay against a specified biological target. (1) The molecule is ONC=1CCCC2=NN=C(C12)CC. The result is 0 (inactive). (2) The drug is O(c1ccc(NC(=O)C[n+]2ccc(N(C)C)cc2)cc1)CC. The result is 0 (inactive). (3) The result is 0 (inactive). The compound is S=C1N(CN(CN1)Cc1cccnc1)c1c(CC)cccc1. (4) The drug is S(=O)(=O)(NNC1=c2c(=NC1=O)cccc2)c1ccc(cc1)C. The result is 0 (inactive). (5) The compound is O1CCN(CC1)c1nc(cc(Oc2ccc(c3ccccc3)cc2)n1)C. The result is 0 (inactive). (6) The molecule is O(c1c(C(=O)NCc2occc2)cccc1)CC. The result is 0 (inactive). (7) The molecule is [nH]1nc(c2ccccc2)cc1CC#N. The result is 0 (inactive).